Dataset: Full USPTO retrosynthesis dataset with 1.9M reactions from patents (1976-2016). Task: Predict the reactants needed to synthesize the given product. (1) Given the product [C:25]([C:27]1[CH:28]=[CH:29][C:30]([C:33]([NH:1][C:2]2[CH:3]=[CH:4][C:5]([F:24])=[C:6]([C@:8]34[CH2:15][C@H:14]3[CH2:13][CH2:12][S:11][C:10]([NH:16][C:17](=[O:23])[O:18][C:19]([CH3:21])([CH3:20])[CH3:22])=[N:9]4)[CH:7]=2)=[O:34])=[N:31][CH:32]=1)#[N:26], predict the reactants needed to synthesize it. The reactants are: [NH2:1][C:2]1[CH:3]=[CH:4][C:5]([F:24])=[C:6]([C@:8]23[CH2:15][C@H:14]2[CH2:13][CH2:12][S:11][C:10]([NH:16][C:17](=[O:23])[O:18][C:19]([CH3:22])([CH3:21])[CH3:20])=[N:9]3)[CH:7]=1.[C:25]([C:27]1[CH:28]=[CH:29][C:30]([C:33](O)=[O:34])=[N:31][CH:32]=1)#[N:26]. (2) The reactants are: [F:1][C:2]1([F:30])[CH2:7][CH2:6][C:5]([NH:12][C:13](=[O:29])[CH2:14][C:15]2[CH:16]=[C:17]([C:22]3[CH:27]=[CH:26][C:25]([F:28])=[CH:24][CH:23]=3)[CH:18]=[CH:19][C:20]=2[CH3:21])([C:8](OC)=[O:9])[CH2:4][CH2:3]1.CN(C)C(=O)C.CC(C)([O-])C.[K+].Cl. Given the product [F:30][C:2]1([F:1])[CH2:7][CH2:6][C:5]2([NH:12][C:13](=[O:29])[C:14]([C:15]3[CH:16]=[C:17]([C:22]4[CH:23]=[CH:24][C:25]([F:28])=[CH:26][CH:27]=4)[CH:18]=[CH:19][C:20]=3[CH3:21])=[C:8]2[OH:9])[CH2:4][CH2:3]1, predict the reactants needed to synthesize it. (3) Given the product [CH2:1]([O:3][C:4]([N:6]1[CH2:7][CH2:8][N:9]([CH2:12][C:13]#[C:14][C:16]2[CH:17]=[C:18]([CH3:22])[CH:19]=[CH:20][CH:21]=2)[CH2:10][CH2:11]1)=[O:5])[CH3:2], predict the reactants needed to synthesize it. The reactants are: [CH2:1]([O:3][C:4]([N:6]1[CH2:11][CH2:10][N:9]([CH2:12][C:13]#[CH:14])[CH2:8][CH2:7]1)=[O:5])[CH3:2].I[C:16]1[CH:21]=[CH:20][CH:19]=[C:18]([CH3:22])[CH:17]=1.O. (4) Given the product [F:40][C:41]1([F:53])[O:45][C:44]2[CH:46]=[CH:47][CH:48]=[C:49]([C@@H:32]([N:28]3[CH2:29][CH2:30][N:25]([C:23]([C:22]4[CH:21]=[N:20][N:12]5[C:13]([C:16]([F:17])([F:19])[F:18])=[C:14]([CH3:15])[C:9]([C:6]6[CH:5]=[CH:4][C:3]([O:2][CH3:1])=[CH:8][CH:7]=6)=[N:10][C:11]=45)=[O:24])[C@H:26]([CH3:31])[CH2:27]3)[CH2:33][OH:34])[C:43]=2[O:42]1, predict the reactants needed to synthesize it. The reactants are: [CH3:1][O:2][C:3]1[CH:8]=[CH:7][C:6]([C:9]2[C:14]([CH3:15])=[C:13]([C:16]([F:19])([F:18])[F:17])[N:12]3[N:20]=[CH:21][C:22]([C:23]([N:25]4[CH2:30][CH2:29][NH:28][CH2:27][C@H:26]4[CH3:31])=[O:24])=[C:11]3[N:10]=2)=[CH:5][CH:4]=1.[CH2:32]1OC(O)C[O:34][CH:33]1O.[F:40][C:41]1([F:53])[O:45][C:44]2[CH:46]=[CH:47][CH:48]=[C:49](B(O)O)[C:43]=2[O:42]1.CC#N.